The task is: Predict the product of the given reaction.. This data is from Forward reaction prediction with 1.9M reactions from USPTO patents (1976-2016). (1) Given the reactants [Cl:1][C:2]1[CH:10]=[C:9]2[C:5]([C:6]([CH2:11][CH2:12][NH2:13])=[CH:7][NH:8]2)=[CH:4][C:3]=1[CH3:14].[F:15][C:16]1[CH:17]=[C:18]([CH:29]=[CH:30][CH:31]=1)[CH2:19][C:20]1[CH:28]=[CH:27][C:23]([C:24](O)=[O:25])=[CH:22][CH:21]=1.CN(C(ON1N=NC2C=CC=NC1=2)=[N+](C)C)C.F[P-](F)(F)(F)(F)F.C(N(CC)C(C)C)(C)C, predict the reaction product. The product is: [Cl:1][C:2]1[CH:10]=[C:9]2[C:5]([C:6]([CH2:11][CH2:12][NH:13][C:24](=[O:25])[C:23]3[CH:22]=[CH:21][C:20]([CH2:19][C:18]4[CH:29]=[CH:30][CH:31]=[C:16]([F:15])[CH:17]=4)=[CH:28][CH:27]=3)=[CH:7][NH:8]2)=[CH:4][C:3]=1[CH3:14]. (2) The product is: [F:74][C:73]([F:76])([F:75])[C:71]([OH:77])=[O:72].[CH3:6][NH:8][C@H:9]([C:13]([NH:15][C@H:16]([C:20]([N:22]([C@@H:24]([C@@H:66]([CH3:69])[CH2:67][CH3:68])[C@H:25]([O:64][CH3:65])[CH2:26][C:27]([N:29]1[CH2:33][CH2:32][CH2:31][C@H:30]1[C@H:34]([O:62][CH3:63])[C@@H:35]([CH3:61])[C:36]([NH:38][C@@H:39]([CH2:54][C:55]1[CH:56]=[CH:57][CH:58]=[CH:59][CH:60]=1)[C:40]([O:42][CH2:43][C:44]12[CH2:45][CH:46]3[CH2:52][CH:50]([CH2:49][CH:48]([CH2:47]3)[CH2:53]1)[CH2:51]2)=[O:41])=[O:37])=[O:28])[CH3:23])=[O:21])[CH:17]([CH3:18])[CH3:19])=[O:14])[CH:10]([CH3:12])[CH3:11]. Given the reactants C(O[C:6]([N:8](C)[C@H:9]([C:13]([NH:15][C@H:16]([C:20]([N:22]([C@@H:24]([C@@H:66]([CH3:69])[CH2:67][CH3:68])[C@H:25]([O:64][CH3:65])[CH2:26][C:27]([N:29]1[CH2:33][CH2:32][CH2:31][C@H:30]1[C@H:34]([O:62][CH3:63])[C@@H:35]([CH3:61])[C:36]([NH:38][C@@H:39]([CH2:54][C:55]1[CH:60]=[CH:59][CH:58]=[CH:57][CH:56]=1)[C:40]([O:42][CH2:43][C:44]12[CH2:53][CH:48]3[CH2:49][CH:50]([CH2:52][CH:46]([CH2:47]3)[CH2:45]1)[CH2:51]2)=[O:41])=[O:37])=[O:28])[CH3:23])=[O:21])[CH:17]([CH3:19])[CH3:18])=[O:14])[CH:10]([CH3:12])[CH3:11])=O)(C)(C)C.[C:71]([OH:77])([C:73]([F:76])([F:75])[F:74])=[O:72], predict the reaction product. (3) Given the reactants [C:1]([O:7][CH2:8][C@H:9]([C:15]1[C:16](Br)=[C:17]2[C:22](=[CH:23][C:24]=1[CH3:25])[N:21]=[C:20]([CH3:26])[CH:19]=[CH:18]2)[O:10][C:11]([CH3:14])([CH3:13])[CH3:12])(=[O:6])[C:2]([CH3:5])([CH3:4])[CH3:3].[Cl:28][C:29]1[CH:34]=[CH:33][C:32](B(O)O)=[CH:31][CH:30]=1.C([O-])([O-])=O.[K+].[K+], predict the reaction product. The product is: [C:1]([O:7][CH2:8][C@@H:9]([O:10][C:11]([CH3:14])([CH3:13])[CH3:12])[C:15]1[C:16]([C:32]2[CH:33]=[CH:34][C:29]([Cl:28])=[CH:30][CH:31]=2)=[C:17]2[C:22](=[CH:23][C:24]=1[CH3:25])[N:21]=[C:20]([CH3:26])[CH:19]=[CH:18]2)(=[O:6])[C:2]([CH3:5])([CH3:4])[CH3:3]. (4) Given the reactants [C:1]1(=[O:8])[CH2:6][CH2:5][CH2:4][C:3](=[O:7])[CH2:2]1.[CH2:9](O)[C:10]1[CH:15]=[CH:14][CH:13]=[CH:12][CH:11]=1, predict the reaction product. The product is: [CH2:9]([O:7][C:3]1[CH2:4][CH2:5][CH2:6][C:1](=[O:8])[CH:2]=1)[C:10]1[CH:15]=[CH:14][CH:13]=[CH:12][CH:11]=1. (5) Given the reactants [N:1]1[CH:6]=[CH:5][CH:4]=[CH:3][C:2]=1[C:7](=[S:9])[NH2:8].Cl[CH:11]([C:16](=O)[CH3:17])[C:12]([O:14][CH3:15])=[O:13], predict the reaction product. The product is: [CH3:17][C:16]1[N:8]=[C:7]([C:2]2[CH:3]=[CH:4][CH:5]=[CH:6][N:1]=2)[S:9][C:11]=1[C:12]([O:14][CH3:15])=[O:13]. (6) Given the reactants [CH3:1][O:2][C:3](=[O:48])[NH:4][CH:5]([C:9]([N:11]1[CH2:15][CH2:14][CH2:13][CH:12]1[C:16]1[NH:17][CH:18]=[C:19]([C:21]2[CH:30]=[CH:29][C:28]3[C:23](=[CH:24][CH:25]=[C:26]([C:31]4[CH:36]=[CH:35][C:34]([C:37](=[O:47])[CH2:38][NH:39][C:40](OC(C)(C)C)=[O:41])=[CH:33][CH:32]=4)[CH:27]=3)[CH:22]=2)[N:20]=1)=[O:10])[CH:6]([CH3:8])[CH3:7].Cl.CCN(C(C)C)C(C)C.[C:59]([O:63][C:64]([N:66]1[CH2:70][CH:69]([C:71]2[CH:76]=[CH:75][CH:74]=[CH:73][CH:72]=2)[CH2:68][CH:67]1C(O)=O)=[O:65])([CH3:62])([CH3:61])[CH3:60].CN(C(ON1N=NC2C=CC=NC1=2)=[N+](C)C)C.F[P-](F)(F)(F)(F)F, predict the reaction product. The product is: [C:59]([O:63][C:64]([N:66]1[CH2:70][CH:69]([C:71]2[CH:76]=[CH:75][CH:74]=[CH:73][CH:72]=2)[CH2:68][CH:67]1[C:40](=[O:41])[NH:39][CH2:38][C:37]([C:34]1[CH:35]=[CH:36][C:31]([C:26]2[CH:25]=[CH:24][C:23]3[C:28](=[CH:29][CH:30]=[C:21]([C:19]4[N:20]=[C:16]([CH:12]5[CH2:13][CH2:14][CH2:15][N:11]5[C:9](=[O:10])[CH:5]([NH:4][C:3]([O:2][CH3:1])=[O:48])[CH:6]([CH3:8])[CH3:7])[NH:17][CH:18]=4)[CH:22]=3)[CH:27]=2)=[CH:32][CH:33]=1)=[O:47])=[O:65])([CH3:61])([CH3:62])[CH3:60].